From a dataset of TCR-epitope binding with 47,182 pairs between 192 epitopes and 23,139 TCRs. Binary Classification. Given a T-cell receptor sequence (or CDR3 region) and an epitope sequence, predict whether binding occurs between them. (1) The TCR CDR3 sequence is CASSLVSLADTQYF. The epitope is VLWAHGFEL. Result: 1 (the TCR binds to the epitope). (2) The epitope is GPGHKARVL. The TCR CDR3 sequence is CASSPYEAFF. Result: 0 (the TCR does not bind to the epitope). (3) The epitope is QARQMVQAMRTIGTHP. The TCR CDR3 sequence is CASSLGRLAGARTGELFF. Result: 0 (the TCR does not bind to the epitope). (4) The epitope is LLMPILTLT. The TCR CDR3 sequence is CASSQEWPHDRGNTGELFF. Result: 1 (the TCR binds to the epitope).